This data is from Reaction yield outcomes from USPTO patents with 853,638 reactions. The task is: Predict the reaction yield, written as a fraction of the theoretical maximum amount of product (1.0 means a 100% yield; for example, 0.34 means a 34% yield). (1) The reactants are C[O:2][C:3](=[O:31])[CH2:4][O:5][C:6]1[CH:15]=[CH:14][C:13]2[C:8](=[CH:9][CH:10]=[C:11]([C:16]3[NH:17][C:18]4[C:23]([C:24]=3[CH2:25][CH2:26][CH2:27][CH2:28][CH3:29])=[CH:22][CH:21]=[CH:20][CH:19]=4)[CH:12]=2)[C:7]=1[Br:30].[CH3:32]C([O-])(C)C.[K+].[H-].[Na+]. The catalyst is C1COCC1. The product is [Br:30][C:7]1[C:8]2[C:13](=[CH:12][C:11]([C:16]3[N:17]([CH3:32])[C:18]4[C:23]([C:24]=3[CH2:25][CH2:26][CH2:27][CH2:28][CH3:29])=[CH:22][CH:21]=[CH:20][CH:19]=4)=[CH:10][CH:9]=2)[CH:14]=[CH:15][C:6]=1[O:5][CH2:4][C:3]([OH:2])=[O:31]. The yield is 0.570. (2) The reactants are [Cl:1][C:2]1[C:3]([F:31])=[C:4]([CH:8]2[C:12]([C:15]3[CH:20]=[CH:19][C:18]([Cl:21])=[CH:17][C:16]=3[F:22])([C:13]#[N:14])[CH:11]([CH2:23][C:24]([CH3:27])([CH3:26])[CH3:25])[NH:10][CH:9]2[C:28](O)=[O:29])[CH:5]=[CH:6][CH:7]=1.[NH2:32][C:33]1[CH:38]=[CH:37][C:36]([C:39](=[O:42])[CH2:40][Br:41])=[CH:35][CH:34]=1.CN(C(ON1N=NC2C=CC=NC1=2)=[N+](C)C)C.F[P-](F)(F)(F)(F)F.CCN(C(C)C)C(C)C. The catalyst is C(Cl)Cl. The product is [Br:41][CH2:40][C:39]([C:36]1[CH:37]=[CH:38][C:33]([NH:32][C:28]([CH:9]2[CH:8]([C:4]3[CH:5]=[CH:6][CH:7]=[C:2]([Cl:1])[C:3]=3[F:31])[C:12]([C:15]3[CH:20]=[CH:19][C:18]([Cl:21])=[CH:17][C:16]=3[F:22])([C:13]#[N:14])[CH:11]([CH2:23][C:24]([CH3:27])([CH3:25])[CH3:26])[NH:10]2)=[O:29])=[CH:34][CH:35]=1)=[O:42]. The yield is 0.0700. (3) The product is [C:1]([C:5]1[CH:6]=[CH:7][C:8]([CH2:9][N:10]2[C:14](=[O:15])[N:13]([CH2:16][CH3:17])[C:12]([CH2:18][CH2:19][CH2:20][C:21]3[CH:22]=[C:23]([C:39]4[CH:40]=[CH:41][C:42]([O:50][CH3:51])=[C:43]([CH2:45][CH2:46][C:47]([OH:49])=[O:48])[CH:44]=4)[CH:24]=[CH:25][CH:26]=3)=[N:11]2)=[CH:36][CH:37]=1)([CH3:3])([CH3:4])[CH3:2]. The reactants are [C:1]([C:5]1[CH:37]=[CH:36][C:8]([CH2:9][N:10]2[C:14](=[O:15])[N:13]([CH2:16][CH3:17])[C:12]([CH2:18][CH2:19][CH2:20][C:21]3[CH:26]=[CH:25][CH:24]=[C:23](B4OC(C)(C)C(C)(C)O4)[CH:22]=3)=[N:11]2)=[CH:7][CH:6]=1)([CH3:4])([CH3:3])[CH3:2].Br[C:39]1[CH:40]=[CH:41][C:42]([O:50][CH3:51])=[C:43]([CH2:45][CH2:46][C:47]([OH:49])=[O:48])[CH:44]=1.[O-]P([O-])([O-])=O.[K+].[K+].[K+].C1(P(C2CCCCC2)C2C=CC=CC=2C2C(OC)=CC=CC=2OC)CCCCC1. The catalyst is COCCOC.C1C=CC(/C=C/C(/C=C/C2C=CC=CC=2)=O)=CC=1.C1C=CC(/C=C/C(/C=C/C2C=CC=CC=2)=O)=CC=1.C1C=CC(/C=C/C(/C=C/C2C=CC=CC=2)=O)=CC=1.[Pd].[Pd].O. The yield is 0.130. (4) The reactants are [C:1]([O:5][C:6]([N:8]1[CH2:20][CH2:19][C:18]2[C:17]3[C:12](=[CH:13][C:14](Br)=[CH:15][CH:16]=3)[N:11]([CH3:22])[C:10]=2[CH2:9]1)=[O:7])([CH3:4])([CH3:3])[CH3:2].[Cl:23][C:24]1[CH:29]=[CH:28][C:27]([C:30]2[CH:35]=[CH:34][NH:33][C:32](=[O:36])[CH:31]=2)=[C:26]([O:37][CH3:38])[CH:25]=1.C([O-])([O-])=O.[Cs+].[Cs+].OC1C=CC=C2C=1N=CC=C2. The catalyst is CS(C)=O.[Cu](I)I. The product is [C:1]([O:5][C:6]([N:8]1[CH2:20][CH2:19][C:18]2[C:17]3[C:12](=[CH:13][C:14]([N:33]4[CH:34]=[CH:35][C:30]([C:27]5[CH:28]=[CH:29][C:24]([Cl:23])=[CH:25][C:26]=5[O:37][CH3:38])=[CH:31][C:32]4=[O:36])=[CH:15][CH:16]=3)[N:11]([CH3:22])[C:10]=2[CH2:9]1)=[O:7])([CH3:4])([CH3:3])[CH3:2]. The yield is 0.540.